This data is from Reaction yield outcomes from USPTO patents with 853,638 reactions. The task is: Predict the reaction yield, written as a fraction of the theoretical maximum amount of product (1.0 means a 100% yield; for example, 0.34 means a 34% yield). The reactants are [Br:1][C:2]1[CH:3]=[C:4]([NH:10][C:11]2[CH:16]=[CH:15][C:14]([N:17]3[CH2:22][CH2:21][N:20]([CH2:23][CH2:24][O:25][Si](C(C)(C)C)(C)C)[CH2:19][CH2:18]3)=[CH:13][N:12]=2)[C:5](=[O:9])[N:6]([CH3:8])[CH:7]=1.CC1(C)[C@@]2(CS(O)(=O)=O)C(C[C@@H]1CC2)=O.O. The catalyst is CO. The product is [Br:1][C:2]1[CH:3]=[C:4]([NH:10][C:11]2[CH:16]=[CH:15][C:14]([N:17]3[CH2:18][CH2:19][N:20]([CH2:23][CH2:24][OH:25])[CH2:21][CH2:22]3)=[CH:13][N:12]=2)[C:5](=[O:9])[N:6]([CH3:8])[CH:7]=1. The yield is 0.950.